Dataset: Reaction yield outcomes from USPTO patents with 853,638 reactions. Task: Predict the reaction yield, written as a fraction of the theoretical maximum amount of product (1.0 means a 100% yield; for example, 0.34 means a 34% yield). (1) The reactants are [N:1]1[CH:6]=[CH:5][C:4]([NH2:7])=[CH:3][CH:2]=1.[CH3:8][S:9][C:10](SC)=[CH:11][C:12]#[N:13].[H-].[Na+]. The catalyst is CN(C=O)C. The product is [CH3:8][S:9][C:10]([NH:7][C:4]1[CH:5]=[CH:6][N:1]=[CH:2][CH:3]=1)=[CH:11][C:12]#[N:13]. The yield is 0.890. (2) The reactants are [CH:1]12[O:8][CH:7]1[CH2:6][CH2:5][CH2:4][N:3]([C:9]([O:11][CH2:12][C:13]1[CH:18]=[CH:17][CH:16]=[CH:15][CH:14]=1)=[O:10])[CH2:2]2.[NH4+].[Cl-].[N-:21]=[N+:22]=[N-:23].[Na+]. The catalyst is CO.O. The product is [N:21]([CH:7]1[CH2:6][CH2:5][CH2:4][N:3]([C:9]([O:11][CH2:12][C:13]2[CH:18]=[CH:17][CH:16]=[CH:15][CH:14]=2)=[O:10])[CH2:2][CH:1]1[OH:8])=[N+:22]=[N-:23]. The yield is 0.720. (3) The reactants are [F:1][C:2]([F:15])([F:14])[C:3]1[CH:4]=[C:5]([S:9][CH2:10][C:11]([OH:13])=O)[CH:6]=[CH:7][CH:8]=1.[CH2:16]([NH:18][CH:19]1[CH2:24][CH2:23][CH2:22][CH2:21][CH2:20]1)[CH3:17].O.ON1C2C=CC=CC=2N=N1.Cl.CN(C)CCCN=C=NCC.Cl. The catalyst is CN(C)C=O. The product is [CH:19]1([N:18]([CH2:16][CH3:17])[C:11](=[O:13])[CH2:10][S:9][C:5]2[CH:6]=[CH:7][CH:8]=[C:3]([C:2]([F:1])([F:15])[F:14])[CH:4]=2)[CH2:24][CH2:23][CH2:22][CH2:21][CH2:20]1. The yield is 0.568. (4) The reactants are [CH2:1]([N:8]1[CH2:13][CH2:12][N:11](C(OC(C)(C)C)=O)[C@H:10]([CH2:21][C:22]2[CH:27]=[CH:26][C:25]([C:28]#[N:29])=[CH:24][CH:23]=2)[CH2:9]1)[C:2]1[CH:7]=[CH:6][CH:5]=[CH:4][CH:3]=1.FC(F)(F)C(O)=O. The product is [CH2:1]([N:8]1[CH2:13][CH2:12][NH:11][C@H:10]([CH2:21][C:22]2[CH:23]=[CH:24][C:25]([C:28]#[N:29])=[CH:26][CH:27]=2)[CH2:9]1)[C:2]1[CH:3]=[CH:4][CH:5]=[CH:6][CH:7]=1. The catalyst is ClCCl. The yield is 0.930. (5) The reactants are [F:1][C:2]1[CH:10]=[C:9]2[C:5]([C:6]([CH:11]=[O:12])=[CH:7][NH:8]2)=[CH:4][CH:3]=1.[H-].[Na+].[CH3:15][O:16][C:17]1[C:26]2[C:21](=[CH:22][CH:23]=[CH:24][CH:25]=2)[C:20]([S:27](Cl)(=[O:29])=[O:28])=[CH:19][C:18]=1[N:31]1[CH2:36][CH2:35][N:34]([C:37](=[O:42])[C:38]([Cl:41])([Cl:40])[Cl:39])[CH2:33][CH2:32]1. The catalyst is C1COCC1. The product is [F:1][C:2]1[CH:10]=[C:9]2[C:5]([C:6]([CH:11]=[O:12])=[CH:7][N:8]2[S:27]([C:20]2[C:21]3[C:26](=[CH:25][CH:24]=[CH:23][CH:22]=3)[C:17]([O:16][CH3:15])=[C:18]([N:31]3[CH2:36][CH2:35][N:34]([C:37](=[O:42])[C:38]([Cl:41])([Cl:39])[Cl:40])[CH2:33][CH2:32]3)[CH:19]=2)(=[O:28])=[O:29])=[CH:4][CH:3]=1. The yield is 0.530. (6) The reactants are [Br:1][C:2]1[CH:7]=[CH:6][C:5]([N:8]2[C:12]([C:13]3[CH:18]=[CH:17][C:16]([O:19]C)=[CH:15][CH:14]=3)=[CH:11][C:10]([CH3:21])=[C:9]2[CH3:22])=[CH:4][CH:3]=1.B(Br)(Br)Br. The catalyst is C(Cl)Cl. The product is [Br:1][C:2]1[CH:7]=[CH:6][C:5]([N:8]2[C:9]([CH3:22])=[C:10]([CH3:21])[CH:11]=[C:12]2[C:13]2[CH:14]=[CH:15][C:16]([OH:19])=[CH:17][CH:18]=2)=[CH:4][CH:3]=1. The yield is 0.612. (7) The reactants are Br[C:2]1[C:7]([Cl:8])=[CH:6][N:5]=[C:4]([C:9]2[S:13][C:12]([S:14]([NH:17][NH:18][C:19]([O:21][C:22]([CH3:25])([CH3:24])[CH3:23])=[O:20])(=[O:16])=[O:15])=[CH:11][CH:10]=2)[N:3]=1.[CH:26]1([C:29]2[NH:33][N:32]=[C:31]([NH2:34])[CH:30]=2)[CH2:28][CH2:27]1. The catalyst is C(O)CCC. The product is [Cl:8][C:7]1[C:2]([NH:34][C:31]2[CH:30]=[C:29]([CH:26]3[CH2:28][CH2:27]3)[NH:33][N:32]=2)=[N:3][C:4]([C:9]2[S:13][C:12]([S:14]([NH:17][NH:18][C:19]([O:21][C:22]([CH3:25])([CH3:24])[CH3:23])=[O:20])(=[O:16])=[O:15])=[CH:11][CH:10]=2)=[N:5][CH:6]=1. The yield is 0.120.